Predict the reaction yield, written as a fraction of the theoretical maximum amount of product (1.0 means a 100% yield; for example, 0.34 means a 34% yield). From a dataset of Reaction yield outcomes from USPTO patents with 853,638 reactions. (1) The reactants are [Br:1][C:2]1[CH:8]=[C:7]([CH3:9])[C:5]([NH2:6])=[C:4]([CH3:10])[CH:3]=1.Cl[C:12]([O:14][CH2:15][CH3:16])=[O:13].C(=O)([O-])[O-].[K+].[K+]. The catalyst is O1CCCC1. The product is [CH2:15]([O:14][C:12](=[O:13])[NH:6][C:5]1[C:7]([CH3:9])=[CH:8][C:2]([Br:1])=[CH:3][C:4]=1[CH3:10])[CH3:16]. The yield is 0.880. (2) The reactants are [CH3:1][O:2][C:3]1[C:4]([O:25][CH3:26])=[CH:5][C:6]2[NH:12][C:11](=[O:13])[CH2:10][N:9]=[C:8]([C:14]3[CH:19]=[CH:18][CH:17]=[C:16]([C:20]([F:23])([F:22])[F:21])[CH:15]=3)[C:7]=2[CH:24]=1.IC.Br[CH2:30][CH2:31][CH3:32]. No catalyst specified. The product is [F:21][C:20]([F:23])([F:22])[C:16]1[CH:15]=[C:14]([C:8]2[C:7]3[CH:24]=[C:3]([O:2][CH3:1])[C:4]([O:25][CH3:26])=[CH:5][C:6]=3[N:12]([CH2:30][CH2:31][CH3:32])[C:11](=[O:13])[CH2:10][N:9]=2)[CH:19]=[CH:18][CH:17]=1. The yield is 0.750. (3) The reactants are [CH3:1][N:2]([C:4]([N:6]=[C:7]([NH2:9])[NH2:8])=[NH:5])[CH3:3].Cl.O.O.O.[C:14]([O-:17])(=[O:16])[CH3:15].[Na+]. The catalyst is O. The product is [CH3:1][N:2]([C:4]([NH:6][C:7]([NH2:9])=[NH:8])=[NH:5])[CH3:3].[C:14]([O-:17])(=[O:16])[CH3:15]. The yield is 0.513. (4) The reactants are [F:1][C:2]1[CH:3]=[C:4]([N:9]2[C:14](=[O:15])[C:13]([O:16][CH2:17][C:18](=O)[CH3:19])=[C:12]([C:21]3[CH:26]=[CH:25][C:24]([S:27]([CH3:30])(=[O:29])=[O:28])=[CH:23][CH:22]=3)[CH:11]=[N:10]2)[CH:5]=[CH:6][C:7]=1[F:8].Cl.[CH3:32][O:33][NH2:34].O.O.O.C([O-])(=O)C.[Na+]. The catalyst is O.O1CCOCC1. The product is [F:1][C:2]1[CH:3]=[C:4]([N:9]2[C:14](=[O:15])[C:13]([O:16][CH2:17][C:18](=[N:34][O:33][CH3:32])[CH3:19])=[C:12]([C:21]3[CH:22]=[CH:23][C:24]([S:27]([CH3:30])(=[O:28])=[O:29])=[CH:25][CH:26]=3)[CH:11]=[N:10]2)[CH:5]=[CH:6][C:7]=1[F:8]. The yield is 0.150. (5) The reactants are [S:1]1[C:5]2[CH:6]=[CH:7][CH:8]=[CH:9][C:4]=2[CH:3]=[C:2]1[S:10]([N:13]1[CH:17]=[C:16]([CH:18]=[O:19])[N:15]=[C:14]1[C:20]1[CH:25]=[CH:24][CH:23]=[CH:22][CH:21]=1)(=[O:12])=[O:11].[Cl-].[CH3:27][NH3+:28].[C:39]([O:38][BH-]([O:38][C:39](=[O:41])[CH3:40])[O:38][C:39](=[O:41])[CH3:40])(=[O:41])[CH3:40].[Na+].C[OH:44]. No catalyst specified. The yield is 0.690. The product is [C:39]([OH:38])(=[O:41])/[CH:40]=[CH:16]/[C:18]([OH:19])=[O:44].[S:1]1[C:5]2[CH:6]=[CH:7][CH:8]=[CH:9][C:4]=2[CH:3]=[C:2]1[S:10]([N:13]1[CH:17]=[C:16]([CH2:18][NH:28][CH3:27])[N:15]=[C:14]1[C:20]1[CH:25]=[CH:24][CH:23]=[CH:22][CH:21]=1)(=[O:12])=[O:11]. (6) The reactants are [CH3:1][N:2]1[C:10]2[C:5](=[CH:6][CH:7]=[CH:8][C:9]=2[CH2:11][C:12]#[N:13])[CH:4]=[CH:3]1.[OH-:14].[K+].O. The catalyst is C(O)(C)(C)C. The product is [CH3:1][N:2]1[C:10]2[C:5](=[CH:6][CH:7]=[CH:8][C:9]=2[CH2:11][C:12]([NH2:13])=[O:14])[CH:4]=[CH:3]1. The yield is 0.650. (7) The reactants are C(N(CC)CC)C.FC(F)(F)S([O:13][Si:14]([C:17]([CH3:20])([CH3:19])[CH3:18])([CH3:16])[CH3:15])(=O)=O.[Br:23][C:24]1[C:25]([CH3:36])=[C:26]([CH3:35])[C:27]2[O:31][CH2:30][C:29](=O)[C:28]=2[C:33]=1[CH3:34].O.C(=O)(O)[O-].[Na+]. The catalyst is C(OCC)(=O)C.C1(C)C=CC=CC=1. The product is [Br:23][C:24]1[C:25]([CH3:36])=[C:26]([CH3:35])[C:27]2[O:31][CH:30]=[C:29]([O:13][Si:14]([C:17]([CH3:20])([CH3:19])[CH3:18])([CH3:16])[CH3:15])[C:28]=2[C:33]=1[CH3:34]. The yield is 0.950. (8) The reactants are CC/C=C\C/C=C\C/C=C\CCCCCCCCO.[CH2:20]([Br:38])[CH2:21][CH2:22][CH2:23][CH2:24][CH2:25][CH2:26][CH2:27][CH2:28][CH2:29][CH2:30][CH2:31][CH2:32][CH2:33][CH2:34][CH2:35][CH2:36][CH3:37]. No catalyst specified. The product is [Br:38][CH2:20][CH2:21][CH2:22][CH2:23][CH2:24][CH2:25][CH2:26][CH2:27]/[CH:28]=[CH:29]\[CH2:30]/[CH:31]=[CH:32]\[CH2:33]/[CH:34]=[CH:35]\[CH2:36][CH3:37]. The yield is 0.930.